This data is from Full USPTO retrosynthesis dataset with 1.9M reactions from patents (1976-2016). The task is: Predict the reactants needed to synthesize the given product. (1) Given the product [CH2:35]([O:34][C:32](=[O:33])[CH2:31][CH:30]1[CH:28]2[CH2:27][CH2:26][CH:25]1[CH2:24][N:23]([C:9]([O:11][C:12]([CH3:13])([CH3:14])[CH3:15])=[O:10])[CH2:29]2)[CH3:36], predict the reactants needed to synthesize it. The reactants are: [C:9](O[C:9]([O:11][C:12]([CH3:15])([CH3:14])[CH3:13])=[O:10])([O:11][C:12]([CH3:15])([CH3:14])[CH3:13])=[O:10].C([N:23]1[CH2:29][CH:28]2[C:30](=[CH:31][C:32]([O:34][CH2:35][CH3:36])=[O:33])[CH:25]([CH2:26][CH2:27]2)[CH2:24]1)C1C=CC=CC=1.[H][H]. (2) Given the product [CH2:3]([O:2][C:27]1[CH:26]=[CH:25][C:24]([C:22](=[O:23])[CH2:21][OH:20])=[CH:29][CH:28]=1)[CH2:4][CH2:5][CH2:6][CH2:7][CH3:8], predict the reactants needed to synthesize it. The reactants are: C[O:2][C:3](=O)[C:4]1C=C[C:7]([C:8](O)=O)=[CH:6][CH:5]=1.CCCC([O:20][CH2:21][C:22]([C:24]1[CH:29]=[CH:28][CH:27]=[CH:26][C:25]=1Br)=[O:23])CC.C([O-])([O-])=O.[K+].[K+].O. (3) Given the product [Br:25][CH2:2][C:1]([C:4]1[CH:9]=[CH:8][C:7]([NH:10][S:11]([C:14]2[CH:19]=[CH:18][C:17]([O:20][C:21]([F:24])([F:22])[F:23])=[CH:16][CH:15]=2)(=[O:13])=[O:12])=[CH:6][CH:5]=1)=[O:3], predict the reactants needed to synthesize it. The reactants are: [C:1]([C:4]1[CH:9]=[CH:8][C:7]([NH:10][S:11]([C:14]2[CH:19]=[CH:18][C:17]([O:20][C:21]([F:24])([F:23])[F:22])=[CH:16][CH:15]=2)(=[O:13])=[O:12])=[CH:6][CH:5]=1)(=[O:3])[CH3:2].[Br-:25].[Br-].[Br-].C1([N+](C)(C)C)C=CC=CC=1.C1([N+](C)(C)C)C=CC=CC=1.C1([N+](C)(C)C)C=CC=CC=1.O. (4) Given the product [Cl:1][C:2]1[CH:3]=[C:4]([C:8]#[C:9][C:10]2[N:11]=[C:12]([CH3:15])[N:13]([C:17]3[CH:22]=[CH:21][CH:20]=[C:19]([C:23]([F:26])([F:25])[F:24])[N:18]=3)[CH:14]=2)[CH:5]=[CH:6][CH:7]=1, predict the reactants needed to synthesize it. The reactants are: [Cl:1][C:2]1[CH:3]=[C:4]([C:8]#[C:9][C:10]2[N:11]=[C:12]([CH3:15])[NH:13][CH:14]=2)[CH:5]=[CH:6][CH:7]=1.F[C:17]1[CH:22]=[CH:21][CH:20]=[C:19]([C:23]([F:26])([F:25])[F:24])[N:18]=1. (5) Given the product [Cl:1][C:2]1[CH:3]=[CH:4][C:5]([CH2:8][CH2:9][C:10]2[CH:11]=[CH:12][C:13]([NH2:16])=[CH:14][CH:15]=2)=[CH:6][CH:7]=1, predict the reactants needed to synthesize it. The reactants are: [Cl:1][C:2]1[CH:7]=[CH:6][C:5]([CH:8]=[CH:9][C:10]2[CH:15]=[CH:14][C:13]([N+:16]([O-])=O)=[CH:12][CH:11]=2)=[CH:4][CH:3]=1. (6) Given the product [CH3:11][O:10][C:8]1[CH:7]=[CH:6][C:3]([C:4]#[N:5])=[C:2]([NH:13][CH3:12])[CH:9]=1, predict the reactants needed to synthesize it. The reactants are: F[C:2]1[CH:9]=[C:8]([O:10][CH3:11])[CH:7]=[CH:6][C:3]=1[C:4]#[N:5].[CH3:12][NH2:13].